This data is from NCI-60 drug combinations with 297,098 pairs across 59 cell lines. The task is: Regression. Given two drug SMILES strings and cell line genomic features, predict the synergy score measuring deviation from expected non-interaction effect. (1) Drug 1: CS(=O)(=O)CCNCC1=CC=C(O1)C2=CC3=C(C=C2)N=CN=C3NC4=CC(=C(C=C4)OCC5=CC(=CC=C5)F)Cl. Drug 2: N.N.Cl[Pt+2]Cl. Cell line: NCI/ADR-RES. Synergy scores: CSS=42.2, Synergy_ZIP=-1.76, Synergy_Bliss=-0.710, Synergy_Loewe=-0.675, Synergy_HSA=2.11. (2) Drug 1: C1=CC(=CC=C1CCCC(=O)O)N(CCCl)CCCl. Drug 2: CS(=O)(=O)OCCCCOS(=O)(=O)C. Cell line: RPMI-8226. Synergy scores: CSS=57.0, Synergy_ZIP=1.27, Synergy_Bliss=3.04, Synergy_Loewe=-11.2, Synergy_HSA=0.246.